From a dataset of Catalyst prediction with 721,799 reactions and 888 catalyst types from USPTO. Predict which catalyst facilitates the given reaction. (1) Reactant: [C:1]([O:4][CH2:5][CH2:6][O:7][C:8]1[C:9]([F:56])=[C:10]([C@@H:16]([NH:39][C:40]2[CH:45]=[CH:44][C:43]([C:46]([NH2:55])=[N:47][C:48]([O:50][CH2:51][C:52]([CH3:54])=[CH2:53])=[O:49])=[CH:42][CH:41]=2)[C:17]2[N:18]=[C:19]([O:28][CH2:29][O:30][C:31](=[O:38])[C:32]([CH3:37])([CH3:36])[CH2:33][O:34][CH3:35])[N:20]([C:22]3[N:27]=[CH:26][CH:25]=[CH:24][N:23]=3)[N:21]=2)[CH:11]=[C:12]([O:14][CH3:15])[CH:13]=1)(=[O:3])[CH3:2].[CH2:57]([S:59]([OH:62])(=[O:61])=[O:60])[CH3:58]. Product: [CH2:57]([S:59]([OH:62])(=[O:61])=[O:60])[CH3:58].[C:1]([O:4][CH2:5][CH2:6][O:7][C:8]1[C:9]([F:56])=[C:10]([C@@H:16]([NH:39][C:40]2[CH:41]=[CH:42][C:43]([C:46]([NH2:55])=[N:47][C:48]([O:50][CH2:51][C:52]([CH3:54])=[CH2:53])=[O:49])=[CH:44][CH:45]=2)[C:17]2[N:18]=[C:19]([O:28][CH2:29][O:30][C:31](=[O:38])[C:32]([CH3:37])([CH3:36])[CH2:33][O:34][CH3:35])[N:20]([C:22]3[N:27]=[CH:26][CH:25]=[CH:24][N:23]=3)[N:21]=2)[CH:11]=[C:12]([O:14][CH3:15])[CH:13]=1)(=[O:3])[CH3:2]. The catalyst class is: 13. (2) Reactant: [Cl:1][C:2]1[CH:3]=[C:4]([C:10]2([C:28]([F:31])([F:30])[F:29])[O:14][N:13]=[C:12]([C:15]3[N:16]4[C:20]([C:21]([C:24]([O:26]C)=[O:25])=[CH:22][CH:23]=3)=[CH:19][CH:18]=[CH:17]4)[CH2:11]2)[CH:5]=[C:6]([Cl:9])[C:7]=1[Cl:8].[OH-].[Na+].Cl. Product: [Cl:9][C:6]1[CH:5]=[C:4]([C:10]2([C:28]([F:30])([F:31])[F:29])[O:14][N:13]=[C:12]([C:15]3[N:16]4[C:20]([C:21]([C:24]([OH:26])=[O:25])=[CH:22][CH:23]=3)=[CH:19][CH:18]=[CH:17]4)[CH2:11]2)[CH:3]=[C:2]([Cl:1])[C:7]=1[Cl:8]. The catalyst class is: 90. (3) Reactant: P(Cl)(Cl)(Cl)(Cl)[Cl:2].[Na+].[F:8][C:9]1[CH:14]=[CH:13][C:12]([CH2:15][CH2:16][S:17]([O-:20])(=O)=[O:18])=[CH:11][CH:10]=1. Product: [F:8][C:9]1[CH:14]=[CH:13][C:12]([CH2:15][CH2:16][S:17]([Cl:2])(=[O:20])=[O:18])=[CH:11][CH:10]=1. The catalyst class is: 93. (4) Reactant: [Br:1][C:2]1[CH:3]=[C:4]2[C:9](=[CH:10][CH:11]=1)[N:8]=[CH:7][C:6]([N+:12]([O-:14])=[O:13])=[C:5]2Cl.[NH2:16][C:17]1[C:18]([CH3:23])=[N:19][N:20]([CH3:22])[CH:21]=1.Cl.CN1C(C)(C)CCCC1(C)C. Product: [Br:1][C:2]1[CH:3]=[C:4]2[C:9](=[CH:10][CH:11]=1)[N:8]=[CH:7][C:6]([N+:12]([O-:14])=[O:13])=[C:5]2[NH:16][C:17]1[C:18]([CH3:23])=[N:19][N:20]([CH3:22])[CH:21]=1. The catalyst class is: 44.